The task is: Predict the product of the given reaction.. This data is from Forward reaction prediction with 1.9M reactions from USPTO patents (1976-2016). (1) The product is: [C:17]([C:19]1[CH:20]=[C:21]([N:25]2[C:11]([C:12]([F:13])([F:14])[F:15])=[C:5]([C:6]([O:8][CH2:9][CH3:10])=[O:7])[CH:4]=[N:26]2)[CH:22]=[CH:23][CH:24]=1)#[N:18]. Given the reactants C(O[CH:4]=[C:5]([C:11](=O)[C:12]([F:15])([F:14])[F:13])[C:6]([O:8][CH2:9][CH3:10])=[O:7])C.[C:17]([C:19]1[CH:20]=[C:21]([NH:25][NH2:26])[CH:22]=[CH:23][CH:24]=1)#[N:18].C(N(CC)CC)C, predict the reaction product. (2) Given the reactants [C:1]1(=[O:11])[NH:5][C:4](=[O:6])[C:3]2=[CH:7][CH:8]=[CH:9][CH:10]=[C:2]12.[CH2:12]=[O:13].[OH-].[Na+], predict the reaction product. The product is: [CH2:12]([N:5]1[C:1](=[O:11])[C:2]2=[CH:10][CH:9]=[CH:8][CH:7]=[C:3]2[C:4]1=[O:6])[OH:13]. (3) Given the reactants [CH3:1][O:2][C:3]([C@@H:5]1[CH2:14][C:13]2[C:8](=[CH:9][C:10]([N+:15]([O-])=O)=[CH:11][CH:12]=2)[CH2:7][N:6]1[C:18]([O:20][C:21]([CH3:24])([CH3:23])[CH3:22])=[O:19])=[O:4], predict the reaction product. The product is: [CH3:1][O:2][C:3]([C@@H:5]1[CH2:14][C:13]2[C:8](=[CH:9][C:10]([NH2:15])=[CH:11][CH:12]=2)[CH2:7][N:6]1[C:18]([O:20][C:21]([CH3:24])([CH3:23])[CH3:22])=[O:19])=[O:4]. (4) Given the reactants [CH3:1][C:2]1[CH:10]=[CH:9][C:5]([CH:6]=[N:7][OH:8])=[CH:4][N:3]=1.[Cl:11]N1C(=O)CCC1=O, predict the reaction product. The product is: [OH:8][N:7]=[C:6]([Cl:11])[C:5]1[CH:9]=[CH:10][C:2]([CH3:1])=[N:3][CH:4]=1. (5) Given the reactants [F:1][C:2]1([F:29])[CH2:7][CH2:6][CH:5]([CH2:8][NH:9][C:10]([C:12]2[C:13]3[CH:14]=[CH:15][C:16]([CH:23]4[CH2:27][CH2:26][C:25](=O)[CH2:24]4)=[N:17][C:18]=3[CH:19]=[CH:20][C:21]=2[Cl:22])=[O:11])[CH2:4][CH2:3]1.Cl.[NH:31]1[CH2:34][CH2:33][CH2:32]1, predict the reaction product. The product is: [F:1][C:2]1([F:29])[CH2:7][CH2:6][CH:5]([CH2:8][NH:9][C:10]([C:12]2[C:13]3[CH:14]=[CH:15][C:16]([CH:23]4[CH2:27][CH2:26][CH:25]([N:31]5[CH2:34][CH2:33][CH2:32]5)[CH2:24]4)=[N:17][C:18]=3[CH:19]=[CH:20][C:21]=2[Cl:22])=[O:11])[CH2:4][CH2:3]1.